The task is: Regression. Given a peptide amino acid sequence and an MHC pseudo amino acid sequence, predict their binding affinity value. This is MHC class I binding data.. This data is from Peptide-MHC class I binding affinity with 185,985 pairs from IEDB/IMGT. (1) The peptide sequence is LIGFALFGV. The MHC is HLA-B57:01 with pseudo-sequence HLA-B57:01. The binding affinity (normalized) is 0.213. (2) The peptide sequence is VFNGTSWFI. The MHC is HLA-A01:01 with pseudo-sequence HLA-A01:01. The binding affinity (normalized) is 0. (3) The peptide sequence is FIDRGSIKIK. The MHC is HLA-A11:01 with pseudo-sequence HLA-A11:01. The binding affinity (normalized) is 0.393. (4) The peptide sequence is KCFGNTAIAK. The MHC is HLA-A33:01 with pseudo-sequence HLA-A33:01. The binding affinity (normalized) is 0.249. (5) The peptide sequence is SHEGEGIPL. The MHC is HLA-A26:03 with pseudo-sequence HLA-A26:03. The binding affinity (normalized) is 0.0847. (6) The peptide sequence is KPKALSEAF. The MHC is HLA-A69:01 with pseudo-sequence HLA-A69:01. The binding affinity (normalized) is 0.0847. (7) The peptide sequence is LRSEAFEYY. The MHC is HLA-A24:02 with pseudo-sequence HLA-A24:02. The binding affinity (normalized) is 0. (8) The binding affinity (normalized) is 0.0847. The peptide sequence is YMREVGAAL. The MHC is HLA-A01:01 with pseudo-sequence HLA-A01:01. (9) The peptide sequence is STITNEFCV. The MHC is HLA-A68:02 with pseudo-sequence HLA-A68:02. The binding affinity (normalized) is 0.816.